From a dataset of Forward reaction prediction with 1.9M reactions from USPTO patents (1976-2016). Predict the product of the given reaction. (1) Given the reactants [CH3:1][C:2]([O:8][C:9]1[C:14]([F:15])=[CH:13][C:12]([F:16])=[CH:11][C:10]=1[F:17])([CH3:7])[C:3]([NH:5][NH2:6])=O.FC(F)(F)C(O)=O.[CH2:25]([N:27]=[C:28](SC)[N:29]1[CH2:34][CH2:33][CH:32]([C:35]([O:37][CH2:38][CH3:39])=[O:36])[CH2:31][CH2:30]1)[CH3:26].C(=O)([O-])O.[Na+], predict the reaction product. The product is: [CH2:25]([N:27]1[C:3]([C:2]([CH3:7])([O:8][C:9]2[C:14]([F:15])=[CH:13][C:12]([F:16])=[CH:11][C:10]=2[F:17])[CH3:1])=[N:5][N:6]=[C:28]1[N:29]1[CH2:30][CH2:31][CH:32]([C:35]([O:37][CH2:38][CH3:39])=[O:36])[CH2:33][CH2:34]1)[CH3:26]. (2) Given the reactants [CH3:1][O:2][C:3](=[O:17])[CH:4]=[C:5]([C:11]1[CH:16]=[CH:15][CH:14]=[CH:13][CH:12]=1)[CH2:6][O:7][C:8](=[O:10])[CH3:9], predict the reaction product. The product is: [CH3:1][O:2][C:3](=[O:17])[CH2:4][CH:5]([C:11]1[CH:16]=[CH:15][CH:14]=[CH:13][CH:12]=1)[CH2:6][O:7][C:8](=[O:10])[CH3:9]. (3) Given the reactants [BH4-].[Na+].[CH3:3][N:4]([CH3:25])[CH2:5][CH2:6][C:7]1[S:11][C:10]2[CH:12]=[CH:13][CH:14]=[CH:15][C:9]=2[C:8]=1[CH:16]([C:18]1[C:19]([F:24])=[N:20][CH:21]=[CH:22][CH:23]=1)O, predict the reaction product. The product is: [F:24][C:19]1[C:18]([CH2:16][C:8]2[C:9]3[CH:15]=[CH:14][CH:13]=[CH:12][C:10]=3[S:11][C:7]=2[CH2:6][CH2:5][N:4]([CH3:3])[CH3:25])=[CH:23][CH:22]=[CH:21][N:20]=1. (4) Given the reactants [O:1]1[C:5]2[CH:6]=[CH:7][C:8]([C:10]3([C:13]([NH:15][C:16]4[CH:17]=[C:18]5[C:22](=[CH:23][CH:24]=4)[NH:21][C:20]([C:25](OCC)=[O:26])=[CH:19]5)=[O:14])[CH2:12][CH2:11]3)=[CH:9][C:4]=2[O:3][CH2:2]1.[Li+].[BH4-], predict the reaction product. The product is: [O:1]1[C:5]2[CH:6]=[CH:7][C:8]([C:10]3([C:13]([NH:15][C:16]4[CH:17]=[C:18]5[C:22](=[CH:23][CH:24]=4)[NH:21][C:20]([CH2:25][OH:26])=[CH:19]5)=[O:14])[CH2:12][CH2:11]3)=[CH:9][C:4]=2[O:3][CH2:2]1.